Dataset: Catalyst prediction with 721,799 reactions and 888 catalyst types from USPTO. Task: Predict which catalyst facilitates the given reaction. (1) Reactant: [CH2:1]([O:3][P:4]([CH2:9][OH:10])(=[O:8])[O:5][CH2:6][CH3:7])[CH3:2].[C:11]1([CH3:21])[CH:16]=[CH:15][C:14]([S:17](Cl)(=[O:19])=[O:18])=[CH:13][CH:12]=1. Product: [CH2:1]([O:3][P:4]([CH2:9][O:10][S:17]([C:14]1[CH:15]=[CH:16][C:11]([CH3:21])=[CH:12][CH:13]=1)(=[O:19])=[O:18])([O:5][CH2:6][CH3:7])=[O:8])[CH3:2]. The catalyst class is: 4. (2) Reactant: FC(F)(F)C(O)=O.[F:8][C:9]1[CH:14]=[CH:13][C:12]([NH:15][CH2:16][C:17]2[CH:22]=[CH:21][C:20]([F:23])=[CH:19][N:18]=2)=[CH:11][C:10]=1[C@:24]1([CH3:41])[CH2:32][C:28]2([CH2:31][CH2:30][CH2:29]2)[O:27][C:26]([NH:33]C(=O)OC(C)(C)C)=[N:25]1. Product: [F:8][C:9]1[CH:14]=[CH:13][C:12]([NH:15][CH2:16][C:17]2[CH:22]=[CH:21][C:20]([F:23])=[CH:19][N:18]=2)=[CH:11][C:10]=1[C@:24]1([CH3:41])[CH2:32][C:28]2([CH2:31][CH2:30][CH2:29]2)[O:27][C:26]([NH2:33])=[N:25]1. The catalyst class is: 2. (3) Reactant: [CH2:1]([O:8][C:9]1[CH:18]=[C:17]2[C:12]([CH:13]=[CH:14][C:15](C(O)=O)=[CH:16]2)=[CH:11][CH:10]=1)[C:2]1[CH:7]=[CH:6][CH:5]=[CH:4][CH:3]=1.C([N:24]([CH2:27]C)CC)C.C1(P(N=[N+]=[N-])(C2C=CC=CC=2)=[O:36])C=CC=CC=1.[C:46]([C:50]1[CH:51]=[C:52]([CH:54]=[CH:55][CH:56]=1)[NH2:53])([CH3:49])([CH3:48])[CH3:47]. Product: [CH2:1]([O:8][C:9]1[CH:18]=[C:17]2[C:12]([CH:13]=[CH:14][C:15]([NH:24][C:27]([NH:53][C:52]3[CH:54]=[CH:55][CH:56]=[C:50]([C:46]([CH3:49])([CH3:47])[CH3:48])[CH:51]=3)=[O:36])=[CH:16]2)=[CH:11][CH:10]=1)[C:2]1[CH:3]=[CH:4][CH:5]=[CH:6][CH:7]=1. The catalyst class is: 11. (4) Reactant: [CH3:1][C:2]1([CH3:15])[O:6][CH:5]([C:7]([O:9]C)=[O:8])[CH:4]([C:11]([O:13][CH3:14])=[O:12])[O:3]1.[OH-].[Na+]. Product: [CH3:14][O:13][C:11]([CH:4]1[CH:5]([C:7]([OH:9])=[O:8])[O:6][C:2]([CH3:15])([CH3:1])[O:3]1)=[O:12]. The catalyst class is: 5. (5) Reactant: [C-:1]#[N:2].[Na+].Cl[CH2:5][C:6]1[CH:7]=[CH:8][C:9]([CH3:12])=[N:10][CH:11]=1.CS(C)=O.CCOC(C)=O. Product: [CH3:12][C:9]1[N:10]=[CH:11][C:6]([CH2:5][C:1]#[N:2])=[CH:7][CH:8]=1. The catalyst class is: 6. (6) Reactant: [Cl:1][C:2]1[N:11]=[C:10](Cl)[C:9]2[C:4](=[CH:5][CH:6]=[C:7]([CH3:13])[CH:8]=2)[N:3]=1.C(N(CC)CC)C.[C:21]([O:25][C:26]([NH:28][C@@H:29]1[CH2:34][CH2:33][CH2:32][CH2:31][C@@H:30]1[NH2:35])=[O:27])([CH3:24])([CH3:23])[CH3:22]. Product: [C:21]([O:25][C:26]([NH:28][C@@H:29]1[CH2:34][CH2:33][CH2:32][CH2:31][C@@H:30]1[NH:35][C:10]1[C:9]2[C:4](=[CH:5][CH:6]=[C:7]([CH3:13])[CH:8]=2)[N:3]=[C:2]([Cl:1])[N:11]=1)=[O:27])([CH3:24])([CH3:22])[CH3:23]. The catalyst class is: 2.